From a dataset of Peptide-MHC class II binding affinity with 134,281 pairs from IEDB. Regression. Given a peptide amino acid sequence and an MHC pseudo amino acid sequence, predict their binding affinity value. This is MHC class II binding data. (1) The peptide sequence is DKRLAAYLMLMRSPS. The MHC is HLA-DQA10401-DQB10402 with pseudo-sequence HLA-DQA10401-DQB10402. The binding affinity (normalized) is 0.548. (2) The peptide sequence is VFHTLWHTTKGAALM. The MHC is DRB1_1501 with pseudo-sequence DRB1_1501. The binding affinity (normalized) is 0.0148.